This data is from Forward reaction prediction with 1.9M reactions from USPTO patents (1976-2016). The task is: Predict the product of the given reaction. (1) Given the reactants [C:1]([NH:22][C@@H:23]([CH2:27][CH:28]([CH3:30])[CH3:29])[C:24]([OH:26])=[O:25])(=[O:21])[CH2:2][CH2:3][CH2:4]/[CH:5]=[CH:6]\[CH2:7]/[CH:8]=[CH:9]\[CH2:10]/[CH:11]=[CH:12]\[CH2:13]/[CH:14]=[CH:15]\[CH2:16]/[CH:17]=[CH:18]\[CH2:19][CH3:20].[CH3:31][N:32]([C:34]([NH:36][C:37]([NH2:39])=[NH:38])=[NH:35])[CH3:33], predict the reaction product. The product is: [C:1]([NH:22][C@@H:23]([CH2:27][CH:28]([CH3:29])[CH3:30])[C:24]([O-:26])=[O:25])(=[O:21])[CH2:2][CH2:3][CH2:4]/[CH:5]=[CH:6]\[CH2:7]/[CH:8]=[CH:9]\[CH2:10]/[CH:11]=[CH:12]\[CH2:13]/[CH:14]=[CH:15]\[CH2:16]/[CH:17]=[CH:18]\[CH2:19][CH3:20].[NH2:39][C:37]([NH:36][C:34]([N:32]([CH3:33])[CH3:31])=[NH:35])=[NH2+:38]. (2) Given the reactants [Cl:1][C:2]1[CH:22]=[C:21]([Cl:23])[CH:20]=[CH:19][C:3]=1[CH2:4][N:5]1[C:9]([CH2:10][CH2:11][C:12]([OH:14])=O)=[CH:8][C:7]([O:15][CH:16]([CH3:18])[CH3:17])=[N:6]1.[CH2:24]([S:30]([NH2:33])(=[O:32])=[O:31])[CH2:25][CH2:26][CH2:27][CH2:28][CH3:29].N12CCCN=C1CCCCC2, predict the reaction product. The product is: [Cl:1][C:2]1[CH:22]=[C:21]([Cl:23])[CH:20]=[CH:19][C:3]=1[CH2:4][N:5]1[C:9]([CH2:10][CH2:11][C:12]([NH:33][S:30]([CH2:24][CH2:25][CH2:26][CH2:27][CH2:28][CH3:29])(=[O:32])=[O:31])=[O:14])=[CH:8][C:7]([O:15][CH:16]([CH3:18])[CH3:17])=[N:6]1. (3) Given the reactants Cl[C:2]1[N:7]=[C:6]([C:8]2[CH:13]=[CH:12][CH:11]=[CH:10][CH:9]=2)[CH:5]=[C:4]([C:14]2[CH:19]=[CH:18][CH:17]=[CH:16][CH:15]=2)[N:3]=1.[CH3:20][Si:21]([CH3:42])([CH3:41])[CH2:22][CH2:23][O:24][C:25](=[O:40])[CH2:26][CH2:27][C:28]([C:30]1[C:38]2[C:33](=[CH:34][CH:35]=[C:36]([Cl:39])[CH:37]=2)[NH:32][CH:31]=1)=[O:29].C([O-])([O-])=O.[K+].[K+], predict the reaction product. The product is: [CH3:42][Si:21]([CH3:20])([CH3:41])[CH2:22][CH2:23][O:24][C:25](=[O:40])[CH2:26][CH2:27][C:28]([C:30]1[C:38]2[C:33](=[CH:34][CH:35]=[C:36]([Cl:39])[CH:37]=2)[N:32]([C:2]2[N:7]=[C:6]([C:8]3[CH:13]=[CH:12][CH:11]=[CH:10][CH:9]=3)[CH:5]=[C:4]([C:14]3[CH:19]=[CH:18][CH:17]=[CH:16][CH:15]=3)[N:3]=2)[CH:31]=1)=[O:29]. (4) Given the reactants [Br:1][C:2]1[N:6]2[CH:7]=[CH:8][N:9]=[C:10](Cl)[C:5]2=[N:4][C:3]=1[CH3:12].Cl.[NH2:14][CH2:15][C:16]1[CH:21]=[CH:20][C:19]([S:22]([NH2:25])(=[O:24])=[O:23])=[CH:18][CH:17]=1.CCN(C(C)C)C(C)C, predict the reaction product. The product is: [Br:1][C:2]1[N:6]2[CH:7]=[CH:8][N:9]=[C:10]([NH:14][CH2:15][C:16]3[CH:17]=[CH:18][C:19]([S:22]([NH2:25])(=[O:23])=[O:24])=[CH:20][CH:21]=3)[C:5]2=[N:4][C:3]=1[CH3:12].